From a dataset of Peptide-MHC class I binding affinity with 185,985 pairs from IEDB/IMGT. Regression. Given a peptide amino acid sequence and an MHC pseudo amino acid sequence, predict their binding affinity value. This is MHC class I binding data. (1) The peptide sequence is QTEENLLDF. The MHC is HLA-B51:01 with pseudo-sequence HLA-B51:01. The binding affinity (normalized) is 0.213. (2) The peptide sequence is QQDTNSAGL. The MHC is HLA-B35:01 with pseudo-sequence HLA-B35:01. The binding affinity (normalized) is 0.0847. (3) The peptide sequence is NLEHGLFPQ. The MHC is HLA-A02:01 with pseudo-sequence HLA-A02:01. The binding affinity (normalized) is 0. (4) The peptide sequence is APEEKYLSM. The MHC is HLA-A26:01 with pseudo-sequence HLA-A26:01. The binding affinity (normalized) is 0.0847.